Regression. Given a peptide amino acid sequence and an MHC pseudo amino acid sequence, predict their binding affinity value. This is MHC class I binding data. From a dataset of Peptide-MHC class I binding affinity with 185,985 pairs from IEDB/IMGT. (1) The peptide sequence is VGHEFVGEI. The MHC is H-2-Db with pseudo-sequence H-2-Db. The binding affinity (normalized) is 0. (2) The peptide sequence is ISAEKTPIR. The MHC is HLA-A33:01 with pseudo-sequence HLA-A33:01. The binding affinity (normalized) is 0. (3) The MHC is HLA-A31:01 with pseudo-sequence HLA-A31:01. The peptide sequence is IGRGKNHAR. The binding affinity (normalized) is 0.517. (4) The peptide sequence is LLQLTVWGI. The MHC is HLA-A02:19 with pseudo-sequence HLA-A02:19. The binding affinity (normalized) is 1.00. (5) The peptide sequence is GPGHKARVL. The MHC is HLA-B40:01 with pseudo-sequence HLA-B40:01. The binding affinity (normalized) is 0. (6) The peptide sequence is FMYEGDTPL. The MHC is HLA-B83:01 with pseudo-sequence HLA-B83:01. The binding affinity (normalized) is 0.213. (7) The peptide sequence is ARGETYGRLL. The MHC is Mamu-B08 with pseudo-sequence Mamu-B08. The binding affinity (normalized) is 0.546. (8) The MHC is HLA-A03:01 with pseudo-sequence HLA-A03:01. The binding affinity (normalized) is 0.751. The peptide sequence is LLHCVTESYK.